This data is from Full USPTO retrosynthesis dataset with 1.9M reactions from patents (1976-2016). The task is: Predict the reactants needed to synthesize the given product. (1) Given the product [Br:1][C:2]1[CH:3]=[CH:4][C:5]([O:9][CH:10]([F:11])[F:12])=[C:6]([O:8][C:25]([CH3:26])([CH3:24])[C:27]#[CH:28])[CH:7]=1, predict the reactants needed to synthesize it. The reactants are: [Br:1][C:2]1[CH:3]=[CH:4][C:5]([O:9][CH:10]([F:12])[F:11])=[C:6]([OH:8])[CH:7]=1.C1CCN2C(=NCCC2)CC1.[CH3:24][C:25](O)([C:27]#[CH:28])[CH3:26].FC(F)(F)C(OC(=O)C(F)(F)F)=O. (2) The reactants are: [Cl:1][C:2]1[CH:7]=[C:6]2[NH:8][C:9](=[O:29])[C:10]3([CH:15]([C:16]4[CH:21]=[CH:20][CH:19]=[C:18]([Cl:22])[CH:17]=4)[CH2:14][C:13](=O)[NH:12][CH:11]3[CH:24]([CH2:27][CH3:28])[CH2:25][CH3:26])[C:5]2=[CH:4][CH:3]=1.[BH4-].[Na+]. Given the product [Cl:1][C:2]1[CH:7]=[C:6]2[NH:8][C:9](=[O:29])[C:10]3([CH:15]([C:16]4[CH:21]=[CH:20][CH:19]=[C:18]([Cl:22])[CH:17]=4)[CH2:14][CH2:13][NH:12][CH:11]3[CH:24]([CH2:27][CH3:28])[CH2:25][CH3:26])[C:5]2=[CH:4][CH:3]=1, predict the reactants needed to synthesize it. (3) Given the product [Cl:1][C:2]1[CH:3]=[CH:4][C:5]2[CH2:12][CH2:11][N:10]([CH3:13])[CH2:9][CH2:8][N:7]3[C:6]=2[C:15]=1[C:16]1[CH2:20][CH2:19][CH2:18][C:17]=13, predict the reactants needed to synthesize it. The reactants are: [Cl:1][C:2]1[CH:3]=[CH:4][C:5]2[CH2:12][CH2:11][N:10]([CH3:13])[CH2:9][CH2:8][N:7](N)[C:6]=2[CH:15]=1.[C:16]1(=O)[CH2:20][CH2:19][CH2:18][CH2:17]1.O.C1(C)C=CC(S(O)(=O)=O)=CC=1. (4) Given the product [CH2:29]([O:28][CH2:27][C:12]1([C:15]([O:17][CH2:18][CH3:19])=[O:16])[CH2:11][CH2:10][N:9]([C:20]([O:22][C:23]([CH3:25])([CH3:24])[CH3:26])=[O:21])[CH2:14][CH2:13]1)[C:30]1[CH:35]=[CH:34][CH:33]=[CH:32][CH:31]=1, predict the reactants needed to synthesize it. The reactants are: [Li+].CC([N-]C(C)C)C.[N:9]1([C:20]([O:22][C:23]([CH3:26])([CH3:25])[CH3:24])=[O:21])[CH2:14][CH2:13][CH:12]([C:15]([O:17][CH2:18][CH3:19])=[O:16])[CH2:11][CH2:10]1.[CH2:27](Cl)[O:28][CH2:29][C:30]1[CH:35]=[CH:34][CH:33]=[CH:32][CH:31]=1. (5) Given the product [F:36][C:2]([F:1])([F:35])[C:3]1[CH:4]=[C:5]([C:13]2([C:31]([F:32])([F:33])[F:34])[O:17][N:16]=[C:15]([C:18]3[CH:26]=[CH:25][C:21]([C:22]([NH:70][N:71]4[CH2:76][CH2:75][CH2:74][N:73]([CH2:77][C:78]([F:79])([F:81])[F:80])[C:72]4=[O:82])=[O:23])=[C:20]([C:27]([F:28])([F:29])[F:30])[CH:19]=3)[CH2:14]2)[CH:6]=[C:7]([C:9]([F:12])([F:11])[F:10])[CH:8]=1, predict the reactants needed to synthesize it. The reactants are: [F:1][C:2]([F:36])([F:35])[C:3]1[CH:4]=[C:5]([C:13]2([C:31]([F:34])([F:33])[F:32])[O:17][N:16]=[C:15]([C:18]3[CH:26]=[CH:25][C:21]([C:22](O)=[O:23])=[C:20]([C:27]([F:30])([F:29])[F:28])[CH:19]=3)[CH2:14]2)[CH:6]=[C:7]([C:9]([F:12])([F:11])[F:10])[CH:8]=1.CN(C(ON1N=NC2C=CC=NC1=2)=[N+](C)C)C.F[P-](F)(F)(F)(F)F.CCN(C(C)C)C(C)C.[NH2:70][N:71]1[CH2:76][CH2:75][CH2:74][N:73]([CH2:77][C:78]([F:81])([F:80])[F:79])[C:72]1=[O:82].